From a dataset of Forward reaction prediction with 1.9M reactions from USPTO patents (1976-2016). Predict the product of the given reaction. (1) Given the reactants [N+:1]([C:4]1[CH:5]=[C:6]2[C:11](=[CH:12][CH:13]=1)[NH:10][C:9](=[O:14])[CH2:8][CH2:7]2)([O-:3])=[O:2].[CH3:15][O:16][C:17]1[CH:24]=[CH:23][C:20]([CH2:21]Cl)=[CH:19][CH:18]=1.C(=O)([O-])[O-].[K+].[K+].O, predict the reaction product. The product is: [CH3:15][O:16][C:17]1[CH:24]=[CH:23][C:20]([CH2:21][N:10]2[C:11]3[C:6](=[CH:5][C:4]([N+:1]([O-:3])=[O:2])=[CH:13][CH:12]=3)[CH2:7][CH2:8][C:9]2=[O:14])=[CH:19][CH:18]=1. (2) Given the reactants [OH-].[Na+].[SH:3][C:4]1[CH:12]=[CH:11][CH:10]=[CH:9][C:5]=1[C:6]([OH:8])=[O:7].I[CH2:14][CH3:15], predict the reaction product. The product is: [CH2:14]([S:3][C:4]1[CH:12]=[CH:11][CH:10]=[CH:9][C:5]=1[C:6]([OH:8])=[O:7])[CH3:15]. (3) Given the reactants [N-:1]=[N+:2]=[N-:3].[Na+].CS(O[C@@H:10]([CH3:28])[CH2:11][CH2:12][CH2:13][CH2:14][N:15]1[C:24](=[O:25])[C:23]2[N:22]([CH3:26])[CH:21]=[N:20][C:19]=2[N:18]([CH3:27])[C:16]1=[O:17])(=O)=O.O, predict the reaction product. The product is: [N:1]([C@H:10]([CH3:28])[CH2:11][CH2:12][CH2:13][CH2:14][N:15]1[C:24](=[O:25])[C:23]2[N:22]([CH3:26])[CH:21]=[N:20][C:19]=2[N:18]([CH3:27])[C:16]1=[O:17])=[N+:2]=[N-:3]. (4) Given the reactants C([O:3][C:4](=[O:27])[C:5]1[CH:10]=[C:9]([NH:11][C:12]2[N:17]=[CH:16][C:15]([C:18]3[CH:23]=[CH:22][C:21]([O:24][CH3:25])=[CH:20][CH:19]=3)=[CH:14][N:13]=2)[CH:8]=[N:7][C:6]=1[CH3:26])C.CO.O.[Li+].[OH-], predict the reaction product. The product is: [CH3:25][O:24][C:21]1[CH:20]=[CH:19][C:18]([C:15]2[CH:14]=[N:13][C:12]([NH:11][C:9]3[CH:8]=[N:7][C:6]([CH3:26])=[C:5]([CH:10]=3)[C:4]([OH:27])=[O:3])=[N:17][CH:16]=2)=[CH:23][CH:22]=1. (5) Given the reactants [CH3:1][C:2]1[CH:7]=[CH:6][C:5]([S:8]([O:11][CH2:12][C@@H:13]([OH:29])[C@H:14]([O:21][Si:22]([C:25]([CH3:28])([CH3:27])[CH3:26])([CH3:24])[CH3:23])[C@@H:15]([CH3:20])[CH2:16][N:17]=[N+:18]=[N-:19])(=[O:10])=[O:9])=[CH:4][CH:3]=1.N1C(C)=CC=CC=1C.[Si:38](OS(C(F)(F)F)(=O)=O)([C:41]([CH3:44])([CH3:43])[CH3:42])([CH3:40])[CH3:39], predict the reaction product. The product is: [CH3:1][C:2]1[CH:7]=[CH:6][C:5]([S:8]([O:11][CH2:12][C@@H:13]([O:29][Si:38]([C:41]([CH3:44])([CH3:43])[CH3:42])([CH3:40])[CH3:39])[C@H:14]([O:21][Si:22]([C:25]([CH3:28])([CH3:27])[CH3:26])([CH3:23])[CH3:24])[C@@H:15]([CH3:20])[CH2:16][N:17]=[N+:18]=[N-:19])(=[O:9])=[O:10])=[CH:4][CH:3]=1. (6) Given the reactants [CH2:1]([C:8]1[C:9]([O:19][CH2:20][C:21]2[CH:26]=[CH:25][CH:24]=[CH:23][CH:22]=2)=[C:10]([CH2:14][CH:15]([OH:18])[CH2:16][OH:17])[CH:11]=[CH:12][CH:13]=1)[C:2]1[CH:7]=[CH:6][CH:5]=[CH:4][CH:3]=1.[C:27]1([CH3:37])[CH:32]=[CH:31][C:30]([S:33](Cl)(=[O:35])=[O:34])=[CH:29][CH:28]=1, predict the reaction product. The product is: [CH3:37][C:27]1[CH:32]=[CH:31][C:30]([S:33]([O:17][CH2:16][CH:15]([OH:18])[CH2:14][C:10]2[CH:11]=[CH:12][CH:13]=[C:8]([CH2:1][C:2]3[CH:3]=[CH:4][CH:5]=[CH:6][CH:7]=3)[C:9]=2[O:19][CH2:20][C:21]2[CH:26]=[CH:25][CH:24]=[CH:23][CH:22]=2)(=[O:35])=[O:34])=[CH:29][CH:28]=1. (7) Given the reactants CC[C@H]1[C@H]2C[C@H]([C@H](OC3C4C(=CC=CC=4)C(O[C@H](C4C=CN=C5C=4C=C(OC)C=C5)[C@@H]4N5C[C@H](CC)[C@@H](CC5)C4)=NN=3)C3C=CN=C4C=3C=C([O:22]C)C=C4)N(CC2)C1.[C:59]([OH:63])([CH3:62])([CH3:61])[CH3:60].CS(N)(=O)=O.[CH2:69]([N:76]1[CH2:81]C=C(C)C[CH2:77]1)[C:70]1[CH:75]=[CH:74][CH:73]=[CH:72][CH:71]=1, predict the reaction product. The product is: [CH2:69]([N:76]1[CH2:81][CH2:61][C@:59]([CH3:62])([OH:63])[C@H:60]([OH:22])[CH2:77]1)[C:70]1[CH:75]=[CH:74][CH:73]=[CH:72][CH:71]=1. (8) The product is: [NH2:30][CH2:29][C@H:28]([N:22]1[CH2:21][C:20]2[C:24](=[CH:25][CH:26]=[C:18]([C:6]3[N:2]([CH3:1])[N:3]=[CH:4][C:5]=3[Cl:16])[CH:19]=2)[C:23]1=[O:27])[C:38]1[CH:39]=[CH:40][CH:41]=[CH:42][CH:43]=1. Given the reactants [CH3:1][N:2]1[C:6](B2OC(C)(C)C(C)(C)O2)=[C:5]([Cl:16])[CH:4]=[N:3]1.Br[C:18]1[CH:19]=[C:20]2[C:24](=[CH:25][CH:26]=1)[C:23](=[O:27])[N:22]([C@@H:28]([C:38]1[CH:43]=[CH:42][CH:41]=[CH:40][CH:39]=1)[CH2:29][NH:30]C(=O)OC(C)(C)C)[CH2:21]2.C(N(CC)C(C)C)(C)C, predict the reaction product. (9) Given the reactants [CH2:1]([O:8][C:9]([CH:11]([CH2:30][CH2:31][CH3:32])[CH2:12][C:13]1([C:18]([NH:20][C@@H:21]2[CH2:26][CH2:25][C@H:24]([C:27]([OH:29])=O)[CH2:23][CH2:22]2)=[O:19])[CH2:17][CH2:16][CH2:15][CH2:14]1)=[O:10])[C:2]1[CH:7]=[CH:6][CH:5]=[CH:4][CH:3]=1.Cl.[CH3:34][N:35](C)[CH2:36]CCN=C=NCC.O.ON1C2C=CC=CC=2N=N1.CNC, predict the reaction product. The product is: [CH3:34][N:35]([CH3:36])[C:27]([C@@H:24]1[CH2:25][CH2:26][C@H:21]([NH:20][C:18]([C:13]2([CH2:12][CH:11]([CH2:30][CH2:31][CH3:32])[C:9]([O:8][CH2:1][C:2]3[CH:7]=[CH:6][CH:5]=[CH:4][CH:3]=3)=[O:10])[CH2:17][CH2:16][CH2:15][CH2:14]2)=[O:19])[CH2:22][CH2:23]1)=[O:29].